This data is from Reaction yield outcomes from USPTO patents with 853,638 reactions. The task is: Predict the reaction yield, written as a fraction of the theoretical maximum amount of product (1.0 means a 100% yield; for example, 0.34 means a 34% yield). The reactants are [C:1]([C:5]#[CH:6])([CH3:4])([CH3:3])[CH3:2].[CH3:7][O:8][C:9](=[O:13])/[CH:10]=[CH:11]/I. The catalyst is C(N(CC)CC)C.[Cl-].[NH4+].C1C=CC(C#N)=CC=1.C1C=CC(C#N)=CC=1.Cl[Pd]Cl.[Cu]I. The product is [CH3:7][O:8][C:9](=[O:13])[CH:10]=[CH:11][C:6]#[C:5][C:1]([CH3:4])([CH3:3])[CH3:2]. The yield is 0.850.